Dataset: Forward reaction prediction with 1.9M reactions from USPTO patents (1976-2016). Task: Predict the product of the given reaction. The product is: [F:21][C:22]1[CH:30]=[C:29]([F:31])[CH:28]=[CH:27][C:23]=1[C:24]([N:17]1[CH2:18][CH2:19][CH2:20][CH:15]([C:12]2[N:11]=[C:10]([C:4]3[CH:5]=[CH:6][C:7]([F:9])=[CH:8][C:3]=3[F:2])[O:14][N:13]=2)[CH2:16]1)=[O:25]. Given the reactants Cl.[F:2][C:3]1[CH:8]=[C:7]([F:9])[CH:6]=[CH:5][C:4]=1[C:10]1[O:14][N:13]=[C:12]([CH:15]2[CH2:20][CH2:19][CH2:18][NH:17][CH2:16]2)[N:11]=1.[F:21][C:22]1[CH:30]=[C:29]([F:31])[CH:28]=[CH:27][C:23]=1[C:24](Cl)=[O:25], predict the reaction product.